Predict which catalyst facilitates the given reaction. From a dataset of Catalyst prediction with 721,799 reactions and 888 catalyst types from USPTO. (1) Reactant: [Cl:1][C:2]1[N:7]=[C:6](S(C)(=O)=O)[N:5]=[C:4]([N:12]2[CH2:17][CH2:16][O:15][CH2:14][CH2:13]2)[CH:3]=1.[NH2:18][CH2:19][C@H:20]([OH:22])[CH3:21].CCN(C(C)C)C(C)C. Product: [Cl:1][C:2]1[CH:3]=[C:4]([N:12]2[CH2:17][CH2:16][O:15][CH2:14][CH2:13]2)[N:5]=[C:6]([NH:18][CH2:19][C@H:20]([OH:22])[CH3:21])[N:7]=1. The catalyst class is: 3. (2) Reactant: [NH2:1][C:2]1[CH:3]=[CH:4][C:5]([Cl:11])=[C:6]([CH:10]=1)[C:7]([OH:9])=[O:8].[F:12][C:13]([F:24])([F:23])[C:14]1[CH:15]=[C:16]([CH:20]=[CH:21][CH:22]=1)[C:17](Cl)=[O:18].C(Cl)(=O)C1C=CC=CC=1. Product: [F:12][C:13]([F:23])([F:24])[C:14]1[CH:15]=[C:16]([CH:20]=[CH:21][CH:22]=1)[C:17]([NH:1][C:2]1[CH:3]=[CH:4][C:5]([Cl:11])=[C:6]([CH:10]=1)[C:7]([OH:9])=[O:8])=[O:18]. The catalyst class is: 1. (3) Reactant: [CH2:1]([O:3][C:4]([C:6]1[CH:10]=[C:9]([CH3:11])[N:8]([CH:12]([C:14]2[CH:19]=[C:18]([Cl:20])[CH:17]=[CH:16][C:15]=2[OH:21])[CH3:13])[N:7]=1)=[O:5])[CH3:2].C([O-])([O-])=O.[K+].[K+].[Cl:28][C:29]1[CH:36]=[C:35]([F:37])[CH:34]=[CH:33][C:30]=1[CH2:31]Br. Product: [CH2:1]([O:3][C:4]([C:6]1[CH:10]=[C:9]([CH3:11])[N:8]([CH:12]([C:14]2[CH:19]=[C:18]([Cl:20])[CH:17]=[CH:16][C:15]=2[O:21][CH2:31][C:30]2[CH:33]=[CH:34][C:35]([F:37])=[CH:36][C:29]=2[Cl:28])[CH3:13])[N:7]=1)=[O:5])[CH3:2]. The catalyst class is: 21. (4) Reactant: [CH2:1]([N:4]1[C:24](=[O:25])[C:7]2=[CH:8][N:9]([CH2:16][C:17]3[CH:22]=[CH:21][C:20]([F:23])=[CH:19][CH:18]=3)[C:10]3[CH:11]=[CH:12][CH:13]=[CH:14][C:15]=3[C:6]2=[N:5]1)[CH:2]=[CH2:3]. Product: [F:23][C:20]1[CH:19]=[CH:18][C:17]([CH2:16][N:9]2[C:10]3[CH:11]=[CH:12][CH:13]=[CH:14][C:15]=3[C:6]3=[N:5][N:4]([CH2:1][CH2:2][CH3:3])[C:24](=[O:25])[C:7]3=[CH:8]2)=[CH:22][CH:21]=1. The catalyst class is: 19. (5) Reactant: [CH3:1][O:2][C:3](=[O:13])[C:4]1[CH:9]=[CH:8][C:7]([O:10][CH3:11])=[CH:6][C:5]=1[OH:12].S(Cl)([Cl:17])(=O)=O.CO. Product: [CH3:1][O:2][C:3](=[O:13])[C:4]1[CH:9]=[C:8]([Cl:17])[C:7]([O:10][CH3:11])=[CH:6][C:5]=1[OH:12]. The catalyst class is: 473. (6) Reactant: [C:1]([O:5][C:6]([N:8]1[CH2:13][C@H:12]([N:14]([O:27][CH2:28][C:29]2[CH:34]=[CH:33][CH:32]=[CH:31][CH:30]=2)S(C2C=CC=CC=2[N+]([O-])=O)(=O)=O)[CH2:11][CH2:10][C@H:9]1[C:35]1[N:39]=[CH:38][O:37][N:36]=1)=[O:7])([CH3:4])([CH3:3])[CH3:2].SCC(O)=O.O[Li].O.CCOC(C)=O. Product: [CH2:28]([O:27][NH:14][C@H:12]1[CH2:13][N:8]([C:6]([O:5][C:1]([CH3:4])([CH3:3])[CH3:2])=[O:7])[C@H:9]([C:35]2[N:39]=[CH:38][O:37][N:36]=2)[CH2:10][CH2:11]1)[C:29]1[CH:34]=[CH:33][CH:32]=[CH:31][CH:30]=1. The catalyst class is: 3. (7) Reactant: Cl[C:2]1[CH:7]=[N:6][CH:5]=[CH:4][N:3]=1.[CH:8]1([NH2:12])[CH2:11][CH2:10][CH2:9]1. Product: [CH:8]1([NH:12][N:3]2[CH:4]=[CH:5][N:6]=[CH:7][CH2:2]2)[CH2:11][CH2:10][CH2:9]1. The catalyst class is: 6. (8) Reactant: [F:1][C:2]1[CH:7]=[CH:6][CH:5]=[CH:4][C:3]=1[CH:8]=[CH:9][C:10]([NH:12][C@H:13]([C:26]([O:28]C)=[O:27])[CH2:14][CH2:15][CH2:16][CH2:17][NH:18][C:19]([O:21][C:22]([CH3:25])([CH3:24])[CH3:23])=[O:20])=[O:11].[OH-].[Na+]. Product: [F:1][C:2]1[CH:7]=[CH:6][CH:5]=[CH:4][C:3]=1[CH:8]=[CH:9][C:10]([NH:12][C@H:13]([C:26]([OH:28])=[O:27])[CH2:14][CH2:15][CH2:16][CH2:17][NH:18][C:19]([O:21][C:22]([CH3:23])([CH3:25])[CH3:24])=[O:20])=[O:11]. The catalyst class is: 5.